Predict the product of the given reaction. From a dataset of Forward reaction prediction with 1.9M reactions from USPTO patents (1976-2016). (1) Given the reactants [CH2:1]([O:7][CH2:8][CH2:9][CH2:10][CH2:11][CH2:12][CH2:13][CH2:14][CH2:15][N:16]1[C:20]2[CH:21]=[CH:22][CH:23]=[CH:24][C:19]=2N=[CH:17]1)[CH2:2][CH2:3][CH2:4][CH2:5][CH3:6].N1C2C(=CC=CC=2)C=[CH:26]1.CS(OCCCCCCCCOCCCCCC)(=O)=O.CC(C)([O-])C.[Na+], predict the reaction product. The product is: [CH2:1]([O:7][CH2:8][CH2:9][CH2:10][CH2:11][CH2:12][CH2:13][CH2:14][CH2:15][N:16]1[C:20]2[C:19](=[CH:24][CH:23]=[CH:22][CH:21]=2)[CH:26]=[CH:17]1)[CH2:2][CH2:3][CH2:4][CH2:5][CH3:6]. (2) Given the reactants C(N(CC)CC)C.[Si:8](Cl)([C:11]([CH3:14])([CH3:13])[CH3:12])([CH3:10])[CH3:9].[F:16][C:17]1[CH:18]=[C:19]2[C:23](=[CH:24][CH:25]=1)[CH:22]([OH:26])[CH:21]([CH2:27][CH2:28][OH:29])[CH2:20]2.CC(OI1(OC(C)=O)(OC(C)=O)OC(=O)C2C=CC=CC1=2)=O.[OH-].[Na+], predict the reaction product. The product is: [C:11]([Si:8]([CH3:10])([CH3:9])[O:29][CH2:28][CH2:27][CH:21]1[CH2:20][C:19]2[C:23](=[CH:24][CH:25]=[C:17]([F:16])[CH:18]=2)[C:22]1=[O:26])([CH3:14])([CH3:13])[CH3:12]. (3) Given the reactants [CH3:1][S:2](Cl)(=[O:4])=[O:3].[F:6][CH:7]([F:21])[O:8][C:9]1[CH:18]=[CH:17][C:16]2[C:11](=[CH:12][CH:13]=[CH:14][CH:15]=2)[C:10]=1[CH2:19][OH:20], predict the reaction product. The product is: [CH3:1][S:2]([O:20][CH2:19][C:10]1[C:11]2[C:16](=[CH:15][CH:14]=[CH:13][CH:12]=2)[CH:17]=[CH:18][C:9]=1[O:8][CH:7]([F:21])[F:6])(=[O:4])=[O:3]. (4) Given the reactants [OH:1][C:2]1[C:15]2[C:14](=[O:16])[C:13]3[C:8](=[CH:9][CH:10]=[CH:11][CH:12]=3)[C:7](=[O:17])[C:6]=2[C:5](O)=[CH:4][CH:3]=1.Br[CH2:20][CH2:21][CH2:22][CH2:23][CH2:24][CH2:25][CH2:26][CH3:27].[C:28](=[O:31])([O-])[O-].[K+].[K+], predict the reaction product. The product is: [CH2:20]([O:1][C:2]1[C:15]2[C:14](=[O:16])[C:13]3[C:8](=[CH:9][CH:10]=[CH:11][CH:12]=3)[C:7](=[O:17])[C:6]=2[C:5]([O:31][CH2:28][CH2:14][CH2:15][CH2:2][CH2:3][CH2:4][CH2:5][CH3:6])=[CH:4][CH:3]=1)[CH2:21][CH2:22][CH2:23][CH2:24][CH2:25][CH2:26][CH3:27].